Dataset: Forward reaction prediction with 1.9M reactions from USPTO patents (1976-2016). Task: Predict the product of the given reaction. Given the reactants Br[C:2]1[CH:7]=[CH:6][N:5]=[C:4]([CH3:8])[CH:3]=1.[CH3:9][O:10][C:11]([C:13]1[CH:18]=[CH:17][C:16](B(O)O)=[CH:15][CH:14]=1)=[O:12].C([O-])([O-])=O.[Cs+].[Cs+], predict the reaction product. The product is: [CH3:8][C:4]1[CH:3]=[C:2]([C:16]2[CH:17]=[CH:18][C:13]([C:11]([O:10][CH3:9])=[O:12])=[CH:14][CH:15]=2)[CH:7]=[CH:6][N:5]=1.